Dataset: Forward reaction prediction with 1.9M reactions from USPTO patents (1976-2016). Task: Predict the product of the given reaction. (1) The product is: [Cl:1][CH2:2][C:3]([O:5][CH2:6][CH2:7][N:8]1[CH2:13][CH2:14][O:15][CH2:10][C:9]1=[O:12])=[O:4]. Given the reactants [Cl:1][CH2:2][C:3]([O:5][CH2:6][CH2:7][N:8]([CH2:13][CH2:14][OH:15])[C:9](=[O:12])[CH2:10]Cl)=[O:4].[H-].[Na+], predict the reaction product. (2) Given the reactants [NH2:1][C:2]1[CH:7]=[CH:6][C:5]([N:8]2[C:16]3[CH:15]=[CH:14][N:13]=[CH:12][C:11]=3[N:10]=[C:9]2[C:17]2[C:18]([NH2:22])=[N:19][O:20][N:21]=2)=[CH:4][CH:3]=1.[H-].[Na+].Cl.[CH3:26][N:27]([CH3:31])[CH2:28][CH2:29]Cl, predict the reaction product. The product is: [NH2:22][C:18]1[C:17]([C:9]2[N:8]([C:5]3[CH:6]=[CH:7][C:2]([NH:1][CH2:29][CH2:28][N:27]([CH3:31])[CH3:26])=[CH:3][CH:4]=3)[C:16]3[CH:15]=[CH:14][N:13]=[CH:12][C:11]=3[N:10]=2)=[N:21][O:20][N:19]=1. (3) Given the reactants Br[C:2]1[CH:7]=[CH:6][C:5]([CH:8]([O:11][CH3:12])[O:9][CH3:10])=[CH:4][CH:3]=1.[C:13]1([CH2:19][CH:20]=[O:21])[CH:18]=[CH:17][CH:16]=[CH:15][CH:14]=1.[NH4+].[Cl-].C(OCC)(=O)C, predict the reaction product. The product is: [CH3:10][O:9][CH:8]([O:11][CH3:12])[C:5]1[CH:6]=[CH:7][C:2]([CH:20]([OH:21])[CH2:19][C:13]2[CH:18]=[CH:17][CH:16]=[CH:15][CH:14]=2)=[CH:3][CH:4]=1. (4) Given the reactants CCN=C=NCCCN(C)C.[CH:12]([NH:15][C:16]1[CH:24]=[CH:23][C:22]([N+:25]([O-:27])=[O:26])=[CH:21][C:17]=1[C:18]([OH:20])=O)([CH3:14])[CH3:13].[CH:28]1([CH2:31][NH2:32])[CH2:30][CH2:29]1.C1C=CC2N(O)N=NC=2C=1.C(=O)([O-])O.[Na+], predict the reaction product. The product is: [CH:28]1([CH2:31][NH:32][C:18](=[O:20])[C:17]2[CH:21]=[C:22]([N+:25]([O-:27])=[O:26])[CH:23]=[CH:24][C:16]=2[NH:15][CH:12]([CH3:13])[CH3:14])[CH2:30][CH2:29]1.